Task: Binary Classification. Given a drug SMILES string, predict its activity (active/inactive) in a high-throughput screening assay against a specified biological target.. Dataset: Cav3 T-type calcium channel HTS with 100,875 compounds (1) The drug is o1c(c(C(=O)Nc2c(CC)cccc2C)cc1)C. The result is 0 (inactive). (2) The drug is S(Cc1occc1)CC(=O)Nc1ccc(cc1)C(OCC)=O. The result is 0 (inactive). (3) The drug is OCc1n(c2c(n1)cccc2)C\C=C\c1ccccc1. The result is 0 (inactive).